From a dataset of Reaction yield outcomes from USPTO patents with 853,638 reactions. Predict the reaction yield, written as a fraction of the theoretical maximum amount of product (1.0 means a 100% yield; for example, 0.34 means a 34% yield). (1) The reactants are Cl[C:2]1[CH:7]=[N:6][CH:5]=[C:4]([Cl:8])[N:3]=1.[CH3:9][NH:10][CH:11]([CH2:13][CH3:14])[CH3:12].C(=O)([O-])[O-].[K+].[K+].CC(N(C)C)=O. The catalyst is O. The product is [Cl:8][C:4]1[N:3]=[C:2]([N:10]([CH3:9])[CH:11]([CH3:12])[CH2:13][CH3:14])[CH:7]=[N:6][CH:5]=1. The yield is 0.720. (2) The reactants are [OH:1][CH2:2][CH:3]([CH2:5][OH:6])[OH:4].O.[C:8]1(C)[CH:13]=CC(S(O)(=O)=O)=C[CH:9]=1. The catalyst is CC(C)=O. The product is [CH3:9][C:8]1([CH3:13])[O:4][CH:3]([CH2:5][OH:6])[CH2:2][O:1]1. The yield is 0.910. (3) The reactants are [NH2:1][C@@H:2]([CH2:33][C:34]1[CH:39]=[CH:38][CH:37]=[CH:36][CH:35]=1)[C@@H:3]([OH:32])[CH2:4][C@@H:5]([NH:19][C:20]([C@@H:22]([NH:27][C:28](=[O:31])[O:29][CH3:30])[C:23]([CH3:26])([CH3:25])[CH3:24])=[O:21])[CH2:6][C:7]1[CH:12]=[CH:11][C:10]([C:13]2[CH:18]=[CH:17][CH:16]=[CH:15][N:14]=2)=[CH:9][CH:8]=1.[CH3:40][C:41]([CH3:61])([CH3:60])[C@H:42]([N:46]1[CH2:50][CH2:49][N:48]([CH2:51][C:52]2[CH:57]=[CH:56][CH:55]=[CH:54][C:53]=2[CH3:58])[C:47]1=[O:59])[C:43](O)=[O:44].CCOP(ON1N=NC2C=CC=CC=2C1=O)(OCC)=O.C(N(CC)C(C)C)(C)C. The catalyst is C1COCC1. The product is [CH3:40][C:41]([CH3:61])([CH3:60])[C@H:42]([N:46]1[CH2:50][CH2:49][N:48]([CH2:51][C:52]2[CH:57]=[CH:56][CH:55]=[CH:54][C:53]=2[CH3:58])[C:47]1=[O:59])[C:43]([NH:1][C@@H:2]([CH2:33][C:34]1[CH:35]=[CH:36][CH:37]=[CH:38][CH:39]=1)[C@@H:3]([OH:32])[CH2:4][C@@H:5]([NH:19][C:20]([C@@H:22]([NH:27][C:28](=[O:31])[O:29][CH3:30])[C:23]([CH3:26])([CH3:25])[CH3:24])=[O:21])[CH2:6][C:7]1[CH:12]=[CH:11][C:10]([C:13]2[CH:18]=[CH:17][CH:16]=[CH:15][N:14]=2)=[CH:9][CH:8]=1)=[O:44]. The yield is 0.490. (4) The reactants are C([N:8]1[CH2:15][CH:14]2[CH2:16][CH:10]([CH2:11][N:12]([CH2:17][CH:18]([NH:29][S:30]([CH3:33])(=[O:32])=[O:31])[CH2:19][O:20][C:21]3[CH:26]=[CH:25][C:24]([C:27]#[N:28])=[CH:23][CH:22]=3)[CH2:13]2)[CH2:9]1)C1C=CC=CC=1. The catalyst is C(O)C.[Pd]. The product is [C:27]([C:24]1[CH:23]=[CH:22][C:21]([O:20][CH2:19][CH:18]([NH:29][S:30]([CH3:33])(=[O:31])=[O:32])[CH2:17][N:12]2[CH2:13][CH:14]3[CH2:16][CH:10]([CH2:9][NH:8][CH2:15]3)[CH2:11]2)=[CH:26][CH:25]=1)#[N:28]. The yield is 0.160.